This data is from Full USPTO retrosynthesis dataset with 1.9M reactions from patents (1976-2016). The task is: Predict the reactants needed to synthesize the given product. (1) Given the product [ClH:29].[NH2:45][C:35]1[N:34]=[C:33]([Cl:32])[C:38]([N:39]=[CH:40][N:41]([CH3:42])[CH3:43])=[C:37]([Cl:44])[N:36]=1, predict the reactants needed to synthesize it. The reactants are: S(O)(O)(=O)=O.NC1N=C(O)C(N)=C(O)N=1.NC1N=C(O)C(N)=C(O)N=1.C[N+](C)=C[Cl:29].[Cl-].[Cl:32][C:33]1[C:38]([N:39]=[CH:40][N:41]([CH3:43])[CH3:42])=[C:37]([Cl:44])[N:36]=[C:35]([N:45]=CN(C)C)[N:34]=1. (2) Given the product [Cl:20][C:14]1[CH:15]=[C:16]([F:19])[CH:17]=[CH:18][C:13]=1[C:11]([N:9]1[CH2:8][CH2:7][N:6]2[C:2]([C:26]3[CH:31]=[N:30][CH:29]=[CH:28][N:27]=3)=[CH:3][N:4]=[C:5]2[CH2:10]1)=[O:12], predict the reactants needed to synthesize it. The reactants are: Br[C:2]1[N:6]2[CH2:7][CH2:8][N:9]([C:11]([C:13]3[CH:18]=[CH:17][C:16]([F:19])=[CH:15][C:14]=3[Cl:20])=[O:12])[CH2:10][C:5]2=[N:4][CH:3]=1.C([Sn](CCCC)(CCCC)[C:26]1[CH:31]=[N:30][CH:29]=[CH:28][N:27]=1)CCC.